From a dataset of Forward reaction prediction with 1.9M reactions from USPTO patents (1976-2016). Predict the product of the given reaction. (1) Given the reactants [Cl:1][C:2]1[CH:3]=[C:4]([C:9]2([C:26]([F:29])([F:28])[F:27])[O:13][N:12]=[C:11]([C:14]3[CH:15]=[CH:16][C:17]([N:21]4[CH:25]=[N:24][CH:23]=[N:22]4)=[C:18]([CH:20]=3)[NH2:19])[CH2:10]2)[CH:5]=[C:6]([Cl:8])[CH:7]=1.N1C=CC=CC=1.[C:36](Cl)(=[O:38])[CH3:37].O, predict the reaction product. The product is: [Cl:1][C:2]1[CH:3]=[C:4]([C:9]2([C:26]([F:29])([F:27])[F:28])[O:13][N:12]=[C:11]([C:14]3[CH:15]=[CH:16][C:17]([N:21]4[CH:25]=[N:24][CH:23]=[N:22]4)=[C:18]([NH:19][C:36](=[O:38])[CH3:37])[CH:20]=3)[CH2:10]2)[CH:5]=[C:6]([Cl:8])[CH:7]=1. (2) Given the reactants [H-].[Na+].[N+:3]([CH2:5][C:6]([O:8][CH3:9])=[O:7])#[C-:4].[CH:10]1([CH:16]=O)[CH2:15][CH2:14][CH2:13][CH2:12][CH2:11]1.C(O)(=[O:20])C, predict the reaction product. The product is: [CH:10]1([CH:16]=[C:5]([NH:3][CH:4]=[O:20])[C:6]([O:8][CH3:9])=[O:7])[CH2:15][CH2:14][CH2:13][CH2:12][CH2:11]1. (3) Given the reactants [Cl:1][C:2]1[CH:3]=[C:4]([CH:26]=[C:27]([CH2:29][OH:30])[CH:28]=1)[CH2:5][NH:6][C:7]([NH2:25])=[N:8][C:9]([C:11]1[C:12]([C:17]2[CH:22]=[CH:21][C:20]([O:23][CH3:24])=[CH:19][CH:18]=2)=[N:13][S:14][C:15]=1[CH3:16])=[O:10].ClC(OC1C=CC([N+]([O-])=O)=CC=1)=[O:33].[CH3:44][N:45]1C[CH2:49][O:48][CH2:47][CH2:46]1.COCCN, predict the reaction product. The product is: [CH3:49][O:48][CH2:47][CH2:46][NH:45][C:44](=[O:33])[O:30][CH2:29][C:27]1[CH:26]=[C:4]([CH2:5][NH:6][C:7]([NH2:25])=[N:8][C:9]([C:11]2[C:12]([C:17]3[CH:18]=[CH:19][C:20]([O:23][CH3:24])=[CH:21][CH:22]=3)=[N:13][S:14][C:15]=2[CH3:16])=[O:10])[CH:3]=[C:2]([Cl:1])[CH:28]=1. (4) Given the reactants [F:1][C:2]([F:7])([F:6])[C:3]([OH:5])=[O:4].[CH:8]([NH:11][C:12]([CH2:14][O:15][C:16]1[CH:17]=[C:18]([CH:38]=[CH:39][CH:40]=1)[C:19]([C:21]1[C:30]2[C:25](=[CH:26][C:27]([O:33][CH3:34])=[C:28]([O:31][CH3:32])[CH:29]=2)[C:24]([C:35]([OH:37])=[O:36])=[CH:23][N:22]=1)=[O:20])=[O:13])(C)[CH3:9].[CH2:41](NC)C, predict the reaction product. The product is: [F:1][C:2]([F:7])([F:6])[C:3]([OH:5])=[O:4].[CH2:8]([N:11]([CH3:41])[C:12]([CH2:14][O:15][C:16]1[CH:17]=[C:18]([CH:38]=[CH:39][CH:40]=1)[C:19]([C:21]1[C:30]2[C:25](=[CH:26][C:27]([O:33][CH3:34])=[C:28]([O:31][CH3:32])[CH:29]=2)[C:24]([C:35]([OH:37])=[O:36])=[CH:23][N:22]=1)=[O:20])=[O:13])[CH3:9]. (5) Given the reactants [F:1][C:2]1[CH:3]=[C:4]([C@@H:9]2[CH2:13][NH:12][CH2:11][C@H:10]2[NH:14][C:15](=[O:21])[O:16][C:17]([CH3:20])([CH3:19])[CH3:18])[CH:5]=[CH:6][C:7]=1[F:8].[S:22]1[CH:26]=[C:25]([CH:27]=O)[N:24]=[N:23]1.CCN(C(C)C)C(C)C.C(O[BH-](OC(=O)C)OC(=O)C)(=O)C.[Na+], predict the reaction product. The product is: [S:22]1[CH:26]=[C:25]([CH2:27][N:12]2[CH2:13][C@@H:9]([C:4]3[CH:5]=[CH:6][C:7]([F:8])=[C:2]([F:1])[CH:3]=3)[C@H:10]([NH:14][C:15](=[O:21])[O:16][C:17]([CH3:18])([CH3:20])[CH3:19])[CH2:11]2)[N:24]=[N:23]1. (6) Given the reactants [C:1]1([C:7]2[S:11][CH:10]=[C:9]([C:12]([OH:14])=O)[CH:8]=2)[CH:6]=[CH:5][CH:4]=[CH:3][CH:2]=1.C(Cl)CCl.[CH3:19][CH:20]1[CH2:25][CH2:24][CH2:23][CH2:22][NH:21]1.O, predict the reaction product. The product is: [CH3:19][CH:20]1[CH2:25][CH2:24][CH2:23][CH2:22][N:21]1[C:12]([C:9]1[CH:8]=[C:7]([C:1]2[CH:2]=[CH:3][CH:4]=[CH:5][CH:6]=2)[S:11][CH:10]=1)=[O:14]. (7) Given the reactants [OH:1][CH2:2][C:3]([CH2:9][O:10][CH3:11])([CH:6]([CH3:8])[CH3:7])[CH2:4]O.[C:12]1(=[O:18])[CH2:17][CH2:16][CH2:15][CH2:14][CH2:13]1.C1(C)C=CC(S(O)(=O)=O)=CC=1.C(=O)([O-])O.[Na+], predict the reaction product. The product is: [CH:6]([C:3]1([CH2:9][O:10][CH3:11])[CH2:2][O:1][C:12]2([CH2:17][CH2:16][CH2:15][CH2:14][CH2:13]2)[O:18][CH2:4]1)([CH3:8])[CH3:7].